The task is: Regression. Given two drug SMILES strings and cell line genomic features, predict the synergy score measuring deviation from expected non-interaction effect.. This data is from NCI-60 drug combinations with 297,098 pairs across 59 cell lines. (1) Drug 1: CC1C(C(=O)NC(C(=O)N2CCCC2C(=O)N(CC(=O)N(C(C(=O)O1)C(C)C)C)C)C(C)C)NC(=O)C3=C4C(=C(C=C3)C)OC5=C(C(=O)C(=C(C5=N4)C(=O)NC6C(OC(=O)C(N(C(=O)CN(C(=O)C7CCCN7C(=O)C(NC6=O)C(C)C)C)C)C(C)C)C)N)C. Drug 2: N.N.Cl[Pt+2]Cl. Cell line: HT29. Synergy scores: CSS=78.9, Synergy_ZIP=-7.45, Synergy_Bliss=-6.52, Synergy_Loewe=-5.03, Synergy_HSA=-2.23. (2) Synergy scores: CSS=9.15, Synergy_ZIP=-0.0777, Synergy_Bliss=1.42, Synergy_Loewe=1.13, Synergy_HSA=2.89. Drug 1: CC1=C(C(=CC=C1)Cl)NC(=O)C2=CN=C(S2)NC3=CC(=NC(=N3)C)N4CCN(CC4)CCO. Drug 2: C1C(C(OC1N2C=NC(=NC2=O)N)CO)O. Cell line: HT29. (3) Drug 1: CC(C)NC(=O)C1=CC=C(C=C1)CNNC.Cl. Drug 2: C1C(C(OC1N2C=NC(=NC2=O)N)CO)O. Cell line: UACC62. Synergy scores: CSS=9.27, Synergy_ZIP=-4.78, Synergy_Bliss=-1.11, Synergy_Loewe=1.99, Synergy_HSA=1.67. (4) Drug 1: CC1=C2C(C(=O)C3(C(CC4C(C3C(C(C2(C)C)(CC1OC(=O)C(C(C5=CC=CC=C5)NC(=O)C6=CC=CC=C6)O)O)OC(=O)C7=CC=CC=C7)(CO4)OC(=O)C)O)C)OC(=O)C. Drug 2: C1C(C(OC1N2C=NC(=NC2=O)N)CO)O. Cell line: IGROV1. Synergy scores: CSS=6.44, Synergy_ZIP=-12.6, Synergy_Bliss=-11.4, Synergy_Loewe=-23.2, Synergy_HSA=-11.9.